This data is from Forward reaction prediction with 1.9M reactions from USPTO patents (1976-2016). The task is: Predict the product of the given reaction. (1) Given the reactants [Cl:1][C:2]1[N:7]=[C:6]([CH:8]=[O:9])[C:5]2[C:10]([N:32]3[CH2:37][CH2:36][O:35][CH2:34][CH2:33]3)=[N:11][N:12]([C:13]([C:26]3[CH:31]=[CH:30][CH:29]=[CH:28][CH:27]=3)([C:20]3[CH:25]=[CH:24][CH:23]=[CH:22][CH:21]=3)[C:14]3[CH:19]=[CH:18][CH:17]=[CH:16][CH:15]=3)[C:4]=2[CH:3]=1.[BH4-].[Na+], predict the reaction product. The product is: [Cl:1][C:2]1[N:7]=[C:6]([CH2:8][OH:9])[C:5]2[C:10]([N:32]3[CH2:37][CH2:36][O:35][CH2:34][CH2:33]3)=[N:11][N:12]([C:13]([C:20]3[CH:21]=[CH:22][CH:23]=[CH:24][CH:25]=3)([C:26]3[CH:31]=[CH:30][CH:29]=[CH:28][CH:27]=3)[C:14]3[CH:15]=[CH:16][CH:17]=[CH:18][CH:19]=3)[C:4]=2[CH:3]=1. (2) Given the reactants C(=O)([O-])[O-].[Na+].[Na+].[CH3:7][N:8]([C:16]1[CH:21]=[CH:20][C:19](B2OC(C)(C)C(C)(C)O2)=[CH:18][CH:17]=1)[C:9](=[O:15])[O:10][C:11]([CH3:14])([CH3:13])[CH3:12].Br[C:32]1[CH:44]=[CH:43][C:35]([C:36]([O:38][C:39]([CH3:42])([CH3:41])[CH3:40])=[O:37])=[C:34]([NH:45][C:46]([C:48]2[CH:49]=[N:50][CH:51]=[C:52]([C:54]3[CH:59]=[CH:58][CH:57]=[CH:56][CH:55]=3)[CH:53]=2)=[O:47])[CH:33]=1.C(O)(=O)CC(CC(O)=O)(C(O)=O)O, predict the reaction product. The product is: [C:11]([O:10][C:9]([N:8]([CH3:7])[C:16]1[CH:17]=[CH:18][C:19]([C:32]2[CH:44]=[CH:43][C:35]([C:36]([O:38][C:39]([CH3:41])([CH3:40])[CH3:42])=[O:37])=[C:34]([NH:45][C:46]([C:48]3[CH:49]=[N:50][CH:51]=[C:52]([C:54]4[CH:59]=[CH:58][CH:57]=[CH:56][CH:55]=4)[CH:53]=3)=[O:47])[CH:33]=2)=[CH:20][CH:21]=1)=[O:15])([CH3:12])([CH3:13])[CH3:14]. (3) Given the reactants [CH3:1][O:2][C:3]1[CH:11]=[CH:10][C:6]([C:7]([OH:9])=O)=[CH:5][C:4]=1[S:12](=[O:21])(=[O:20])[NH:13][C:14]1[CH:15]=[N:16][CH:17]=[CH:18][CH:19]=1.CN(C(O[N:30]1N=N[C:32]2C=CC=N[C:31]1=2)=[N+](C)C)C.F[P-](F)(F)(F)(F)F.CCN(C(C)C)C(C)C.Cl.C(N)C, predict the reaction product. The product is: [CH2:31]([NH:30][C:7](=[O:9])[C:6]1[CH:10]=[CH:11][C:3]([O:2][CH3:1])=[C:4]([S:12](=[O:21])(=[O:20])[NH:13][C:14]2[CH:15]=[N:16][CH:17]=[CH:18][CH:19]=2)[CH:5]=1)[CH3:32]. (4) Given the reactants [F:1][C:2]1[CH:7]=[CH:6][C:5]([C:8]2[N:9]=[C:10]([CH2:23][O:24][C:25]3[CH:30]=[CH:29][CH:28]=[C:27]([C:31]4([O:37][CH3:38])[CH2:36][CH2:35][O:34][CH2:33][CH2:32]4)[CH:26]=3)[O:11][C:12]=2[C:13]2[CH:18]=[CH:17][C:16]([S:19]([CH3:22])(=[O:21])=[O:20])=[CH:15][CH:14]=2)=[CH:4][CH:3]=1.[F:39]C1C=C(C2(OC)CCOCC2)C=C(O)C=1, predict the reaction product. The product is: [F:1][C:2]1[CH:3]=[CH:4][C:5]([C:8]2[N:9]=[C:10]([CH2:23][O:24][C:25]3[CH:26]=[C:27]([C:31]4([O:37][CH3:38])[CH2:36][CH2:35][O:34][CH2:33][CH2:32]4)[CH:28]=[C:29]([F:39])[CH:30]=3)[O:11][C:12]=2[C:13]2[CH:14]=[CH:15][C:16]([S:19]([CH3:22])(=[O:20])=[O:21])=[CH:17][CH:18]=2)=[CH:6][CH:7]=1. (5) Given the reactants [NH2:1][N:2]1[N:11]=[C:10]([N:12]2[CH2:17][CH2:16][O:15][CH2:14][CH2:13]2)[C:9]2[C:4](=[CH:5][CH:6]=[CH:7][CH:8]=2)[C:3]1=[O:18].[Cl:19][C:20]1[CH:21]=[C:22]([CH2:26][C:27](O)=[O:28])[CH:23]=[CH:24][CH:25]=1, predict the reaction product. The product is: [Cl:19][C:20]1[CH:21]=[C:22]([CH2:26][C:27]([NH:1][N:2]2[N:11]=[C:10]([N:12]3[CH2:17][CH2:16][O:15][CH2:14][CH2:13]3)[C:9]3[C:4](=[CH:5][CH:6]=[CH:7][CH:8]=3)[C:3]2=[O:18])=[O:28])[CH:23]=[CH:24][CH:25]=1. (6) Given the reactants [F:1][C:2]1[N:7]2[CH:8]=[C:9]([CH:11]=[O:12])[N:10]=[C:6]2[C:5]([F:13])=[CH:4][CH:3]=1.[N:14]1[C:23]2[CH:22]([NH2:24])[CH2:21][CH2:20][CH2:19][C:18]=2[CH:17]=[CH:16][CH:15]=1.[C:25](O)(=O)[CH3:26].[BH-](OC(C)=O)(OC(C)=O)O[C:31](C)=O.[Na+].C([O-])([O-])=O.[Na+].[Na+], predict the reaction product. The product is: [NH4+:7].[OH-:12].[F:1][C:2]1[N:7]2[CH:8]=[C:9]([CH2:11][N:24]([CH2:31][CH2:25][CH3:26])[C@@H:22]3[C:23]4[N:14]=[CH:15][CH:16]=[CH:17][C:18]=4[CH2:19][CH2:20][CH2:21]3)[N:10]=[C:6]2[C:5]([F:13])=[CH:4][CH:3]=1. (7) Given the reactants [C:1]([CH2:3][C:4]([OH:6])=O)#[N:2].[C:7]([CH2:9][C:10]1([N:14]2[CH:18]=[C:17]([C:19]3[CH:24]=[N:23][N:22]4[C:25]([C:28]5[CH:29]=[C:30]([NH:34][C:35]([NH:37][CH2:38][C:39]([F:42])([F:41])[F:40])=[O:36])[CH:31]=[CH:32][CH:33]=5)=[CH:26][N:27]=[C:21]4[CH:20]=3)[CH:16]=[N:15]2)[CH2:13][NH:12][CH2:11]1)#[N:8].F[P-](F)(F)(F)(F)F.N1(O[P+](N(C)C)(N(C)C)N(C)C)C2C=CC=CC=2N=N1.C(N(CC)CC)C, predict the reaction product. The product is: [C:1]([CH2:3][C:4]([N:12]1[CH2:13][C:10]([N:14]2[CH:18]=[C:17]([C:19]3[CH:24]=[N:23][N:22]4[C:25]([C:28]5[CH:29]=[C:30]([NH:34][C:35]([NH:37][CH2:38][C:39]([F:42])([F:41])[F:40])=[O:36])[CH:31]=[CH:32][CH:33]=5)=[CH:26][N:27]=[C:21]4[CH:20]=3)[CH:16]=[N:15]2)([CH2:9][C:7]#[N:8])[CH2:11]1)=[O:6])#[N:2]. (8) The product is: [CH3:41][N:43]1[CH2:44][CH:20]([CH3:19])[CH:15]([C:8]2[N:7]=[C:6]([N:22]3[CH2:27][CH2:26][N:25]([C:28]4[CH:33]=[CH:32][CH:31]=[CH:30][C:29]=4[O:34][CH3:35])[CH2:24][CH2:23]3)[C:5]3[C:10](=[CH:11][C:12]([O:13][CH3:14])=[C:3]([O:2][CH3:1])[CH:4]=3)[N:9]=2)[CH2:16]1. Given the reactants [CH3:1][O:2][C:3]1[CH:4]=[C:5]2[C:10](=[CH:11][C:12]=1[O:13][CH3:14])[N:9]=[C:8]([CH:15]1[CH2:20][CH2:19]N(C)C[CH2:16]1)[N:7]=[C:6]2[N:22]1[CH2:27][CH2:26][N:25]([C:28]2[CH:33]=[CH:32][CH:31]=[CH:30][C:29]=2[O:34][CH3:35])[CH2:24][CH2:23]1.C(O[C:41]([N:43]1C[C@@H](C)[C@H](C(O)=O)[CH2:44]1)=O)(C)(C)C, predict the reaction product. (9) Given the reactants [F:1][C:2]1[CH:39]=[CH:38][C:5]([CH2:6][CH2:7][N:8]2[CH2:13][CH2:12][N:11]([C:14]3[CH:15]=[CH:16][C:17]4[C:18]5[C:27]([CH3:29])([CH3:28])[N:26](C(OC(C)(C)C)=O)[CH2:25][CH2:24][C:19]=5[N:20]([CH3:23])[C:21]=4[CH:22]=3)[C:10](=[O:37])[CH2:9]2)=[CH:4][CH:3]=1.[ClH:40], predict the reaction product. The product is: [ClH:40].[ClH:40].[F:1][C:2]1[CH:39]=[CH:38][C:5]([CH2:6][CH2:7][N:8]2[CH2:13][CH2:12][N:11]([C:14]3[CH:15]=[CH:16][C:17]4[C:18]5[C:27]([CH3:28])([CH3:29])[NH:26][CH2:25][CH2:24][C:19]=5[N:20]([CH3:23])[C:21]=4[CH:22]=3)[C:10](=[O:37])[CH2:9]2)=[CH:4][CH:3]=1.